From a dataset of Full USPTO retrosynthesis dataset with 1.9M reactions from patents (1976-2016). Predict the reactants needed to synthesize the given product. Given the product [Br:40][C:41]1[CH:42]=[C:43]([C:44]([N:25]2[CH2:30][CH2:29][O:28][CH2:27][CH2:26]2)=[O:45])[CH:47]=[C:48]([N+:50]([O-:52])=[O:51])[CH:49]=1, predict the reactants needed to synthesize it. The reactants are: CN(C(ON1N=NC2C=CC=NC1=2)=[N+](C)C)C.F[P-](F)(F)(F)(F)F.[NH:25]1[CH2:30][CH2:29][O:28][CH2:27][CH2:26]1.C(N(C(C)C)CC)(C)C.[Br:40][C:41]1[CH:42]=[C:43]([CH:47]=[C:48]([N+:50]([O-:52])=[O:51])[CH:49]=1)[C:44](O)=[O:45].